This data is from Full USPTO retrosynthesis dataset with 1.9M reactions from patents (1976-2016). The task is: Predict the reactants needed to synthesize the given product. (1) The reactants are: [F:1][C:2]1[CH:19]=[C:18]([O:20][CH2:21][C:22]2[CH:23]=[N:24][C:25]([O:28][CH3:29])=[CH:26][CH:27]=2)[C:17]([O:30][CH3:31])=[CH:16][C:3]=1[CH2:4][NH:5][C:6]1[CH:11]=[CH:10][C:9]([I:12])=[CH:8][C:7]=1[N+:13]([O-])=O.O.[Cl-].[NH4+]. Given the product [F:1][C:2]1[CH:19]=[C:18]([O:20][CH2:21][C:22]2[CH:23]=[N:24][C:25]([O:28][CH3:29])=[CH:26][CH:27]=2)[C:17]([O:30][CH3:31])=[CH:16][C:3]=1[CH2:4][NH:5][C:6]1[C:7]([NH2:13])=[CH:8][C:9]([I:12])=[CH:10][CH:11]=1, predict the reactants needed to synthesize it. (2) Given the product [CH2:27]([O:26][C:24]([C:23]1[C:22]([CH3:29])=[N:1][C:2]2[C:3]([C:4]=1[NH2:5])=[C:6]([O:10][C@@H:11]1[CH2:16][C@H:15]([CH3:17])[CH2:14][CH2:13][C@H:12]1[CH:18]([CH3:20])[CH3:19])[CH:7]=[CH:8][CH:9]=2)=[O:25])[CH3:28], predict the reactants needed to synthesize it. The reactants are: [NH2:1][C:2]1[CH:9]=[CH:8][CH:7]=[C:6]([O:10][C@@H:11]2[CH2:16][C@H:15]([CH3:17])[CH2:14][CH2:13][C@H:12]2[CH:18]([CH3:20])[CH3:19])[C:3]=1[C:4]#[N:5].O=[C:22]([CH3:29])[CH2:23][C:24]([O:26][CH2:27][CH3:28])=[O:25]. (3) Given the product [CH:1]1([CH:4]([C:9]2[CH:14]=[CH:13][C:12]([OH:15])=[CH:11][CH:10]=2)[CH2:5][C:6]([O:8][CH3:16])=[O:7])[CH2:3][CH2:2]1, predict the reactants needed to synthesize it. The reactants are: [CH:1]1([CH:4]([C:9]2[CH:14]=[CH:13][C:12]([OH:15])=[CH:11][CH:10]=2)[CH2:5][C:6]([OH:8])=[O:7])[CH2:3][CH2:2]1.[CH3:16]O. (4) Given the product [CH3:23][O:22][C:19]1[CH:20]=[CH:21][C:16]([O:15][C:13](=[O:14])[NH2:3])=[CH:17][CH:18]=1, predict the reactants needed to synthesize it. The reactants are: CC[N:3](C1C=CC=CC=1)CC.Cl[C:13]([O:15][C:16]1[CH:21]=[CH:20][C:19]([O:22][CH3:23])=[CH:18][CH:17]=1)=[O:14].